From a dataset of Catalyst prediction with 721,799 reactions and 888 catalyst types from USPTO. Predict which catalyst facilitates the given reaction. (1) Reactant: [Cl:1][C:2]1[CH:7]=[CH:6][CH:5]=[CH:4][C:3]=1[C:8]1[CH:18]=[C:11]2[N:12]=[C:13]([CH3:17])[CH:14]=[C:15](O)[N:10]2[N:9]=1.C(N(CC)CC)C.O=P(Cl)(Cl)[Cl:28].C(=O)(O)[O-].[Na+]. Product: [Cl:28][C:15]1[N:10]2[N:9]=[C:8]([C:3]3[CH:4]=[CH:5][CH:6]=[CH:7][C:2]=3[Cl:1])[CH:18]=[C:11]2[N:12]=[C:13]([CH3:17])[CH:14]=1. The catalyst class is: 133. (2) Reactant: O.[SH-].[Na+].[Cl:4][CH2:5][C:6]1([CH3:15])[O:10][N:9]=[C:8]([S:11]([CH3:14])(=O)=O)[CH2:7]1.C(=O)([O-])[O-].[K+].[K+].C(S([O-])=O)O.[Na+].BrC[C:30]1[C:31]([C:37]([F:40])([F:39])[F:38])=[N:32][N:33]([CH3:36])[C:34]=1[Cl:35]. Product: [Cl:35][C:34]1[N:33]([CH3:36])[N:32]=[C:31]([C:37]([F:40])([F:39])[F:38])[C:30]=1[CH2:14][S:11][C:8]1[CH2:7][C:6]([CH2:5][Cl:4])([CH3:15])[O:10][N:9]=1. The catalyst class is: 288. (3) Reactant: [CH3:1][C:2]1[C:10]([NH:11][C:12]2[C:17]([C:18]#[N:19])=[CH:16][N:15]=[C:14]3[S:20][C:21]([CH:23]=[CH2:24])=[CH:22][C:13]=23)=[CH:9][CH:8]=[C:7]2[C:3]=1[CH:4]=[CH:5][NH:6]2.C(O)(C(F)(F)F)=O.[CH2:32]([N:39]([CH2:43][Si](C)(C)C)[CH2:40]OC)[C:33]1[CH:38]=[CH:37][CH:36]=[CH:35][CH:34]=1. Product: [CH2:32]([N:39]1[CH2:43][CH2:24][CH:23]([C:21]2[S:20][C:14]3=[N:15][CH:16]=[C:17]([C:18]#[N:19])[C:12]([NH:11][C:10]4[C:2]([CH3:1])=[C:3]5[C:7](=[CH:8][CH:9]=4)[NH:6][CH:5]=[CH:4]5)=[C:13]3[CH:22]=2)[CH2:40]1)[C:33]1[CH:38]=[CH:37][CH:36]=[CH:35][CH:34]=1. The catalyst class is: 4. (4) Reactant: [Cl:1][C:2]1[C:11]2[C:6](=[CH:7][CH:8]=[CH:9][N:10]=2)[N:5]=[CH:4][C:3]=1[NH2:12].[Cl:13][CH2:14][CH2:15][CH2:16][C:17](Cl)=[O:18]. Product: [Cl:13][CH2:14][CH2:15][CH2:16][C:17]([NH:12][C:3]1[CH:4]=[N:5][C:6]2[C:11]([C:2]=1[Cl:1])=[N:10][CH:9]=[CH:8][CH:7]=2)=[O:18]. The catalyst class is: 26. (5) Reactant: [C:1]([C@H:3]1[CH2:8][CH2:7][C@H:6]([C:9]([O:11]C)=[O:10])[CH2:5][CH2:4]1)#[N:2].[OH-].[Li+]. Product: [C:1]([C@H:3]1[CH2:4][CH2:5][C@H:6]([C:9]([OH:11])=[O:10])[CH2:7][CH2:8]1)#[N:2]. The catalyst class is: 20. (6) Reactant: [CH3:1][O:2][C:3]1[C:4]([CH:14]=[CH:15][N+:16]([O-:18])=[O:17])=[C:5]2[C:9](=[C:10]([O:12][CH3:13])[CH:11]=1)[NH:8][CH:7]=[CH:6]2.C([O-])(O)=O.[Na+]. Product: [CH3:1][O:2][C:3]1[C:4]([CH:14]([CH2:15][N+:16]([O-:18])=[O:17])[CH2:15][N+:16]([O-:18])=[O:17])=[C:5]2[C:9](=[C:10]([O:12][CH3:13])[CH:11]=1)[NH:8][CH:7]=[CH:6]2. The catalyst class is: 463. (7) Reactant: O=C1C2C(=CC=CC=2)C(=O)[N:3]1[CH2:12][CH2:13][CH2:14][CH2:15][N:16]1[CH2:21][CH2:20][N:19]([CH2:22][C:23]2[CH:51]=[CH:50][C:26]([C:27]([NH:29][C:30]3[CH:35]=[CH:34][C:33]([CH3:36])=[C:32]([NH:37][C:38]4[N:43]=[C:42]([C:44]5[CH:45]=[N:46][CH:47]=[CH:48][CH:49]=5)[CH:41]=[CH:40][N:39]=4)[CH:31]=3)=[O:28])=[CH:25][CH:24]=2)[CH2:18][CH2:17]1.O.NN. Product: [NH2:3][CH2:12][CH2:13][CH2:14][CH2:15][N:16]1[CH2:21][CH2:20][N:19]([CH2:22][C:23]2[CH:51]=[CH:50][C:26]([C:27]([NH:29][C:30]3[CH:35]=[CH:34][C:33]([CH3:36])=[C:32]([NH:37][C:38]4[N:43]=[C:42]([C:44]5[CH:45]=[N:46][CH:47]=[CH:48][CH:49]=5)[CH:41]=[CH:40][N:39]=4)[CH:31]=3)=[O:28])=[CH:25][CH:24]=2)[CH2:18][CH2:17]1. The catalyst class is: 8. (8) Reactant: [CH3:1][C:2]([O:5][C:6]([NH:8][C:9]1[CH:17]=[CH:16][C:12]([C:13]([OH:15])=O)=[CH:11][CH:10]=1)=[O:7])([CH3:4])[CH3:3].F[P-](F)(F)(F)(F)F.N1(OC(N(C)C)=[N+](C)C)C2N=CC=CC=2N=N1.C(N(CC)C(C)C)(C)C.[NH2:51][CH2:52][C:53]1[C:58]([CH2:59][CH3:60])=[N:57][C:56]2[N:61]([CH2:64][CH3:65])[N:62]=[CH:63][C:55]=2[C:54]=1[NH:66][CH:67]1[CH2:72][CH2:71][O:70][CH2:69][CH2:68]1. Product: [CH2:64]([N:61]1[C:56]2=[N:57][C:58]([CH2:59][CH3:60])=[C:53]([CH2:52][NH:51][C:13]([C:12]3[CH:11]=[CH:10][C:9]([NH:8][C:6](=[O:7])[O:5][C:2]([CH3:1])([CH3:3])[CH3:4])=[CH:17][CH:16]=3)=[O:15])[C:54]([NH:66][CH:67]3[CH2:68][CH2:69][O:70][CH2:71][CH2:72]3)=[C:55]2[CH:63]=[N:62]1)[CH3:65]. The catalyst class is: 9.